From a dataset of Peptide-MHC class II binding affinity with 134,281 pairs from IEDB. Regression. Given a peptide amino acid sequence and an MHC pseudo amino acid sequence, predict their binding affinity value. This is MHC class II binding data. The peptide sequence is GILQIVDKIDAAFKI. The MHC is DRB1_1101 with pseudo-sequence DRB1_1101. The binding affinity (normalized) is 0.831.